This data is from Reaction yield outcomes from USPTO patents with 853,638 reactions. The task is: Predict the reaction yield, written as a fraction of the theoretical maximum amount of product (1.0 means a 100% yield; for example, 0.34 means a 34% yield). The reactants are Cl[C:2]1[N:7]=[CH:6][N:5]=[C:4]([NH2:8])[CH:3]=1.[N:9]1[CH:14]=[CH:13][C:12](B(O)O)=[CH:11][CH:10]=1.C([O-])([O-])=O.[Na+].[Na+]. The catalyst is COCCOC.CCO.O.C1C=CC(P(C2C=CC=CC=2)C2C=CC=CC=2)=CC=1.C1C=CC(P(C2C=CC=CC=2)C2C=CC=CC=2)=CC=1.Cl[Pd]Cl. The product is [N:9]1[CH:14]=[CH:13][CH:12]=[C:11]([C:2]2[N:7]=[CH:6][N:5]=[C:4]([NH2:8])[CH:3]=2)[CH:10]=1. The yield is 0.350.